This data is from Catalyst prediction with 721,799 reactions and 888 catalyst types from USPTO. The task is: Predict which catalyst facilitates the given reaction. (1) The catalyst class is: 10. Product: [CH3:46][N:45]([CH3:47])[C:43](=[O:44])[CH2:42][NH:1][C@:2]12[CH2:37][CH2:36][C@@H:35]([C:38]([CH3:40])=[CH2:39])[C@@H:3]1[C@@H:4]1[C@@:17]([CH3:20])([CH2:18][CH2:19]2)[C@@:16]2([CH3:21])[C@@H:7]([C@:8]3([CH3:34])[C@@H:13]([CH2:14][CH2:15]2)[C:12]([CH3:22])([CH3:23])[C:11]([C:24]2[CH:25]=[CH:26][C:27]([C:28]([O:30][CH3:31])=[O:29])=[CH:32][CH:33]=2)=[CH:10][CH2:9]3)[CH2:6][CH2:5]1. Reactant: [NH2:1][C@:2]12[CH2:37][CH2:36][C@@H:35]([C:38]([CH3:40])=[CH2:39])[C@@H:3]1[C@@H:4]1[C@@:17]([CH3:20])([CH2:18][CH2:19]2)[C@@:16]2([CH3:21])[C@@H:7]([C@:8]3([CH3:34])[C@@H:13]([CH2:14][CH2:15]2)[C:12]([CH3:23])([CH3:22])[C:11]([C:24]2[CH:33]=[CH:32][C:27]([C:28]([O:30][CH3:31])=[O:29])=[CH:26][CH:25]=2)=[CH:10][CH2:9]3)[CH2:6][CH2:5]1.Cl[CH2:42][C:43]([N:45]([CH3:47])[CH3:46])=[O:44].P([O-])([O-])([O-])=O.[K+].[K+].[K+].[I-].[K+]. (2) Reactant: [CH3:1][C:2]1[S:6][C:5]([C:7]([O:9]C)=[O:8])=[CH:4][C:3]=1[C:11]1[N:15]([CH3:16])[N:14]=[CH:13][CH:12]=1.[OH-].[Na+]. Product: [CH3:1][C:2]1[S:6][C:5]([C:7]([OH:9])=[O:8])=[CH:4][C:3]=1[C:11]1[N:15]([CH3:16])[N:14]=[CH:13][CH:12]=1. The catalyst class is: 7. (3) Reactant: OO.O.[OH-].[Li+].[CH2:6]([S:26][C@H:27]([CH2:43][CH3:44])[C:28](N1[C@@H](C)[C@@H](C2C=CC=CC=2)OC1=O)=[O:29])[CH2:7][CH2:8][CH2:9]/[CH:10]=[CH:11]\[CH2:12]/[CH:13]=[CH:14]\[CH2:15]/[CH:16]=[CH:17]\[CH2:18]/[CH:19]=[CH:20]\[CH2:21]/[CH:22]=[CH:23]\[CH2:24][CH3:25].[O-:45]S([O-])=O.[Na+].[Na+].Cl. Product: [CH2:6]([S:26][C@H:27]([CH2:43][CH3:44])[C:28]([OH:29])=[O:45])[CH2:7][CH2:8][CH2:9]/[CH:10]=[CH:11]\[CH2:12]/[CH:13]=[CH:14]\[CH2:15]/[CH:16]=[CH:17]\[CH2:18]/[CH:19]=[CH:20]\[CH2:21]/[CH:22]=[CH:23]\[CH2:24][CH3:25]. The catalyst class is: 30. (4) Reactant: [CH3:1][C:2]1[C:7]([C:8]([OH:10])=O)=[CH:6][N:5]=[C:4]([C:11]2[S:12][CH:13]=[CH:14][N:15]=2)[N:3]=1.[Cl-].[F:17][C:18]1[CH:19]=[C:20]2[C:24](=[CH:25][CH:26]=1)[N:23]([NH3+:27])[CH:22]=[C:21]2[CH3:28].CN1CCOCC1.[Cl-].COC1N=C(OC)N=C([N+]2(C)CCOCC2)N=1. Product: [F:17][C:18]1[CH:19]=[C:20]2[C:24](=[CH:25][CH:26]=1)[N:23]([NH:27][C:8]([C:7]1[C:2]([CH3:1])=[N:3][C:4]([C:11]3[S:12][CH:13]=[CH:14][N:15]=3)=[N:5][CH:6]=1)=[O:10])[CH:22]=[C:21]2[CH3:28]. The catalyst class is: 18. (5) Reactant: [N+:1]([C:4]1[CH:10]=[CH:9][C:8]([C:11]2[S:12][CH:13]=[CH:14][CH:15]=2)=[CH:7][C:5]=1[NH2:6])([O-:3])=[O:2].Cl[C:17](Cl)([O:19]C(=O)OC(Cl)(Cl)Cl)Cl.[NH2:28][CH2:29][CH:30]1[CH2:35][CH2:34][N:33]([C:36]([O:38][C:39]([CH3:42])([CH3:41])[CH3:40])=[O:37])[CH2:32][CH2:31]1. The catalyst class is: 4. Product: [N+:1]([C:4]1[CH:10]=[CH:9][C:8]([C:11]2[S:12][CH:13]=[CH:14][CH:15]=2)=[CH:7][C:5]=1[NH:6][C:17](=[O:19])[NH:28][CH2:29][CH:30]1[CH2:35][CH2:34][N:33]([C:36]([O:38][C:39]([CH3:42])([CH3:41])[CH3:40])=[O:37])[CH2:32][CH2:31]1)([O-:3])=[O:2]. (6) Product: [C:14]([O:18][C:19](=[O:20])[NH:21][CH3:22])([CH3:17])([CH3:16])[CH3:15]. The catalyst class is: 49. Reactant: N1CCC[C@H]1C1C=C(C=O)C=NC=1.[C:14]([O:18][C:19]([N:21](C)[C@@H:22](C)C(N[C@@H](C1CCCCC1)C(O)=O)=O)=[O:20])([CH3:17])([CH3:16])[CH3:15].O.[Cl-].COC1N=C(OC)N=C([N+]2(C)CCOCC2)N=1. (7) Reactant: [C:1]([C:3]1[CH:42]=[CH:41][C:6]2[NH:7][C:8]([C:10]([C:22]3[C:30]([O:31][CH3:32])=[CH:29][C:28]([CH3:33])=[C:27]4[C:23]=3[CH:24]=[CH:25][N:26]4C(OC(C)(C)C)=O)([NH:15][CH2:16][C:17]([O:19]CC)=[O:18])[C:11]([F:14])([F:13])[F:12])=[N:9][C:5]=2[CH:4]=1)#[N:2].C([O-])([O-])=O.[Cs+].[Cs+]. Product: [C:1]([C:3]1[CH:42]=[CH:41][C:6]2[NH:7][C:8]([C:10]([NH:15][CH2:16][C:17]([OH:19])=[O:18])([C:22]3[C:30]([O:31][CH3:32])=[CH:29][C:28]([CH3:33])=[C:27]4[C:23]=3[CH:24]=[CH:25][NH:26]4)[C:11]([F:12])([F:13])[F:14])=[N:9][C:5]=2[CH:4]=1)#[N:2]. The catalyst class is: 14. (8) Reactant: [O:1]1[CH:5]=[CH:4][CH:3]=[C:2]1[C:6]1[NH:14][C:13]([NH2:15])=[N:12][C:11]2[C:7]=1[N:8]=[CH:9][N:10]=2.O[CH2:17][CH2:18][C:19]1[CH:24]=[CH:23][CH:22]=[CH:21][N:20]=1.N(C(OC(C)(C)C)=O)=NC(OC(C)(C)C)=O. Product: [O:1]1[CH:5]=[CH:4][CH:3]=[C:2]1[C:6]1[N:14]=[C:13]([NH2:15])[N:12]=[C:11]2[C:7]=1[N:8]=[CH:9][N:10]2[CH2:17][CH2:18][C:19]1[CH:24]=[CH:23][CH:22]=[CH:21][N:20]=1. The catalyst class is: 198. (9) Reactant: [Cl:1][CH2:2][C:3]1[CH:10]=[CH:9][C:6]([CH2:7][OH:8])=[CH:5][CH:4]=1.N1C=CN=C1.[CH3:16][C:17]([Si:20](Cl)([CH3:22])[CH3:21])([CH3:19])[CH3:18].OS([O-])(=O)=O.[K+]. Product: [C:17]([Si:20]([O:8][CH2:7][C:6]1[CH:9]=[CH:10][C:3]([CH2:2][Cl:1])=[CH:4][CH:5]=1)([CH3:22])[CH3:21])([CH3:19])([CH3:18])[CH3:16]. The catalyst class is: 34. (10) Reactant: Cl.Cl.[NH2:3][CH2:4][C@@H:5]([NH2:7])[CH3:6].[C:8](O[C:8]([O:10][C:11]([CH3:14])([CH3:13])[CH3:12])=[O:9])([O:10][C:11]([CH3:14])([CH3:13])[CH3:12])=[O:9].[OH-].[Na+]. Product: [C:11]([O:10][C:8](=[O:9])[NH:3][CH2:4][C@@H:5]([NH2:7])[CH3:6])([CH3:14])([CH3:13])[CH3:12]. The catalyst class is: 24.